From a dataset of Reaction yield outcomes from USPTO patents with 853,638 reactions. Predict the reaction yield, written as a fraction of the theoretical maximum amount of product (1.0 means a 100% yield; for example, 0.34 means a 34% yield). (1) The reactants are [CH:1]1([C:8](Cl)=[O:9])[CH2:7][CH2:6][CH2:5][CH2:4][CH2:3][CH2:2]1.[CH2:11]([O:13][C:14]#[CH:15])[CH3:12].C(N(CC)CC)C. The catalyst is C(OCC)C. The product is [CH2:11]([O:13][CH:14]1[C:1]2([CH2:7][CH2:6][CH2:5][CH2:4][CH2:3][CH2:2]2)[C:8](=[O:9])[CH2:15]1)[CH3:12]. The yield is 0.870. (2) The reactants are [CH2:1]([C:3]1[S:4][CH:5]=[C:6](/[CH:8]=[CH:9]/[C:10]2[C:11]([O:21][CH2:22][C:23]3[CH:48]=[CH:47][C:26]([O:27][CH2:28][C:29]4[N:30]=[C:31]([C:35]5[CH:36]=[C:37]([CH2:41][C:42]([O:44]CC)=[O:43])[CH:38]=[CH:39][CH:40]=5)[O:32][C:33]=4[CH3:34])=[C:25]([O:49][CH3:50])[CH:24]=3)=[N:12][N:13]([C:15]3[CH:20]=[CH:19][CH:18]=[CH:17][CH:16]=3)[CH:14]=2)[N:7]=1)[CH3:2].O1CCCC1.[OH-].[Na+].Cl. The catalyst is O.C(O)C. The product is [CH2:1]([C:3]1[S:4][CH:5]=[C:6](/[CH:8]=[CH:9]/[C:10]2[C:11]([O:21][CH2:22][C:23]3[CH:48]=[CH:47][C:26]([O:27][CH2:28][C:29]4[N:30]=[C:31]([C:35]5[CH:36]=[C:37]([CH2:41][C:42]([OH:44])=[O:43])[CH:38]=[CH:39][CH:40]=5)[O:32][C:33]=4[CH3:34])=[C:25]([O:49][CH3:50])[CH:24]=3)=[N:12][N:13]([C:15]3[CH:16]=[CH:17][CH:18]=[CH:19][CH:20]=3)[CH:14]=2)[N:7]=1)[CH3:2]. The yield is 0.850. (3) The reactants are [Br:1][C:2]1[CH:7]=[CH:6][C:5]([CH2:8][C@H:9]([NH:13]C(=O)OC(C)(C)C)[CH2:10][CH2:11][OH:12])=[CH:4][CH:3]=1.[ClH:21].O1CCOCC1. No catalyst specified. The yield is 0.940. The product is [ClH:21].[NH2:13][C@@H:9]([CH2:8][C:5]1[CH:4]=[CH:3][C:2]([Br:1])=[CH:7][CH:6]=1)[CH2:10][CH2:11][OH:12]. (4) The reactants are [CH3:1][O:2][C:3]1[CH:8]=[CH:7][CH:6]=[CH:5][C:4]=1[C:9]1[C:17]2[C:12](=[N:13][CH:14]=[C:15]([C:18]3[N:23]=[C:22]([CH2:24][C:25]([N:27]([CH3:29])[CH3:28])=[O:26])[CH:21]=[N:20][CH:19]=3)[CH:16]=2)[N:11](S(C2C=CC(C)=CC=2)(=O)=O)[CH:10]=1.CN(C)C=[O:43].[OH-].[K+]. The catalyst is CO. The product is [OH:43][CH:24]([C:22]1[CH:21]=[N:20][CH:19]=[C:18]([C:15]2[CH:16]=[C:17]3[C:9]([C:4]4[CH:5]=[CH:6][CH:7]=[CH:8][C:3]=4[O:2][CH3:1])=[CH:10][NH:11][C:12]3=[N:13][CH:14]=2)[N:23]=1)[C:25]([N:27]([CH3:29])[CH3:28])=[O:26]. The yield is 0.228. (5) The reactants are [Cl:1][C:2]1[C:7]2[N:8]([CH2:19][CH2:20][CH3:21])[C:9]([C:11]3[CH:12]=[N:13][C:14](Cl)=[C:15]([Cl:17])[CH:16]=3)=[N:10][C:6]=2[CH:5]=[CH:4][CH:3]=1.[F:22][C:23]1[CH:29]=[CH:28][CH:27]=[CH:26][C:24]=1[NH2:25]. No catalyst specified. The product is [Cl:17][C:15]1[C:14]([NH:25][C:24]2[CH:26]=[CH:27][CH:28]=[CH:29][C:23]=2[F:22])=[N:13][CH:12]=[C:11]([C:9]2[N:8]([CH2:19][CH2:20][CH3:21])[C:7]3[C:2]([Cl:1])=[CH:3][CH:4]=[CH:5][C:6]=3[N:10]=2)[CH:16]=1. The yield is 0.430. (6) The reactants are Cl.O1CCOCC1.[CH:8]1[C:17]2[C:12](=[CH:13][CH:14]=[CH:15][CH:16]=2)[CH:11]=[C:10]([C:18]2[NH:22][C:21]3[CH:23]=[CH:24][C:25]([C:27](O)=[O:28])=[CH:26][C:20]=3[N:19]=2)[N:9]=1.CN(C(ON1N=NC2C=CC=CC1=2)=[N+](C)C)C.F[P-](F)(F)(F)(F)F.[NH2:54][CH:55]([CH:65]1[CH2:67][CH2:66]1)[CH2:56][C:57]([NH:59][C:60]1[NH:61][CH:62]=[CH:63][N:64]=1)=[O:58]. The catalyst is C(Cl)Cl. The product is [CH:65]1([CH:55]([NH:54][C:27]([C:25]2[CH:24]=[CH:23][C:21]3[NH:22][C:18]([C:10]4[N:9]=[CH:8][C:17]5[C:12]([CH:11]=4)=[CH:13][CH:14]=[CH:15][CH:16]=5)=[N:19][C:20]=3[CH:26]=2)=[O:28])[CH2:56][C:57](=[O:58])[NH:59][C:60]2[NH:61][CH:62]=[CH:63][N:64]=2)[CH2:67][CH2:66]1. The yield is 0.0400.